This data is from Reaction yield outcomes from USPTO patents with 853,638 reactions. The task is: Predict the reaction yield, written as a fraction of the theoretical maximum amount of product (1.0 means a 100% yield; for example, 0.34 means a 34% yield). (1) The reactants are [CH:1]1([C:4]2[NH:8][N:7]=[C:6]([NH:9][C:10]3[C:17]([F:18])=[CH:16][C:13]([C:14]#[N:15])=[C:12](F)[N:11]=3)[CH:5]=2)[CH2:3][CH2:2]1.CCN(C(C)C)C(C)C.[F:29][C:30]1[CH:31]=[CH:32][C:33]([C@@H:36]([NH2:38])[CH3:37])=[N:34][CH:35]=1. The catalyst is CCCCO. The product is [CH:1]1([C:4]2[NH:8][N:7]=[C:6]([NH:9][C:10]3[C:17]([F:18])=[CH:16][C:13]([C:14]#[N:15])=[C:12]([NH:38][C@H:36]([C:33]4[CH:32]=[CH:31][C:30]([F:29])=[CH:35][N:34]=4)[CH3:37])[N:11]=3)[CH:5]=2)[CH2:3][CH2:2]1. The yield is 0.620. (2) The reactants are [H-].[Na+].[CH3:3][O:4][C:5]([C:7]1[CH:15]=[C:14]2[C:10]([C:11]([CH2:16][CH3:17])=[N:12][NH:13]2)=[CH:9][CH:8]=1)=[O:6].[CH:18]1(Br)[CH2:22][CH2:21][CH2:20][CH2:19]1.O. The product is [CH3:3][O:4][C:5]([C:7]1[CH:15]=[C:14]2[C:10]([C:11]([CH2:16][CH3:17])=[N:12][N:13]2[CH:18]2[CH2:22][CH2:21][CH2:20][CH2:19]2)=[CH:9][CH:8]=1)=[O:6]. The yield is 0.720. The catalyst is CN(C=O)C. (3) The reactants are [C:1]([O:5][C:6]([NH:8][C@@H:9]([C:13]1[CH:18]=[CH:17][CH:16]=[CH:15][CH:14]=1)[C:10]([OH:12])=O)=[O:7])([CH3:4])([CH3:3])[CH3:2].[CH2:19]([NH2:26])[C:20]1[CH:25]=[CH:24][CH:23]=[CH:22][CH:21]=1.C(N(C(C)C)CC)(C)C.F[P-](F)(F)(F)(F)F.Br[P+](N1CCCC1)(N1CCCC1)N1CCCC1. The catalyst is ClCCl. The product is [C:1]([O:5][C:6](=[O:7])[NH:8][CH:9]([C:10](=[O:12])[NH:26][CH2:19][C:20]1[CH:25]=[CH:24][CH:23]=[CH:22][CH:21]=1)[C:13]1[CH:18]=[CH:17][CH:16]=[CH:15][CH:14]=1)([CH3:2])([CH3:3])[CH3:4]. The yield is 0.620. (4) The reactants are [Cl:1][C:2]1(N)[CH:7]=[CH:6][C:5]([N:8]([C:12]2[CH:17]=[CH:16][CH:15]=[CH:14][C:13]=2[C:18]([F:21])([F:20])[F:19])[C:9](=[O:11])[NH2:10])=[CH:4][CH2:3]1.[C:23]([O:34][CH3:35])(=[O:33])[C:24]1[CH:32]=[CH:31][CH:30]=[C:26](C([O-])=O)[CH:25]=1.C1C=CC2N([OH:45])N=NC=2C=1.O.CN1CCOCC1.CCN=C=NCCCN(C)C.Cl.C[N:67]([CH:69]=[O:70])C. The catalyst is CCOC(C)=O. The product is [Cl:1][C:2]1([C:31]2[CH:30]=[CH:26][CH:25]=[C:24]([C:23]([O:34][CH3:35])=[O:33])[CH:32]=2)[CH:7]=[CH:6][C:5]([N:8]([C:12]2[CH:17]=[CH:16][CH:15]=[CH:14][C:13]=2[C:18]([F:21])([F:20])[F:19])[C:9](=[O:11])[NH2:10])=[C:4]([NH:67][C:69]([OH:70])=[O:45])[CH2:3]1. The yield is 0.430.